Dataset: Reaction yield outcomes from USPTO patents with 853,638 reactions. Task: Predict the reaction yield, written as a fraction of the theoretical maximum amount of product (1.0 means a 100% yield; for example, 0.34 means a 34% yield). (1) The reactants are C(OC([NH:8][C:9]1[CH:14]=[CH:13][C:12]([C:15]([CH3:18])([CH3:17])[CH3:16])=[C:11]([NH:19][C:20]([C:22]2[C:31](=[O:32])[C:30]3[C:25](=[CH:26][CH:27]=[CH:28][CH:29]=3)[NH:24][CH:23]=2)=[O:21])[CH:10]=1)=O)(C)(C)C.C(O)(C(F)(F)F)=O. The catalyst is C(Cl)Cl. The product is [NH2:8][C:9]1[CH:14]=[CH:13][C:12]([C:15]([CH3:18])([CH3:17])[CH3:16])=[C:11]([NH:19][C:20]([C:22]2[C:31](=[O:32])[C:30]3[C:25](=[CH:26][CH:27]=[CH:28][CH:29]=3)[NH:24][CH:23]=2)=[O:21])[CH:10]=1. The yield is 0.560. (2) The reactants are [BH4-].[Na+].[N:3]1[CH:8]=[CH:7][CH:6]=[C:5]([C:9]2[CH:14]=[CH:13][C:12](/[CH:15]=[CH:16]/[CH:17]=[O:18])=[CH:11][CH:10]=2)[N:4]=1. The catalyst is C(O)C. The product is [N:3]1[CH:8]=[CH:7][CH:6]=[C:5]([C:9]2[CH:14]=[CH:13][C:12](/[CH:15]=[CH:16]/[CH2:17][OH:18])=[CH:11][CH:10]=2)[N:4]=1. The yield is 0.890. (3) The reactants are [CH3:1][O:2][C:3]1[CH:4]=[C:5]2[C:10](=[CH:11][C:12]=1[O:13][CH3:14])[N:9]=[CH:8][N:7]=[C:6]2[O:15][C:16]1[CH:22]=[CH:21][C:19]([NH2:20])=[C:18]([O:23][CH3:24])[CH:17]=1.ClC(Cl)(O[C:29](=[O:35])[O:30][C:31](Cl)(Cl)Cl)Cl.[CH3:37][O:38][C:39]1[CH:44]=[CH:43][CH:42]=[CH:41][C:40]=1CO.C(=O)(O)[O-].[Na+]. The catalyst is C(Cl)Cl.C(N(CC)CC)C.C1(C)C=CC=CC=1. The product is [CH3:1][O:2][C:3]1[CH:4]=[C:5]2[C:10](=[CH:11][C:12]=1[O:13][CH3:14])[N:9]=[CH:8][N:7]=[C:6]2[O:15][C:16]1[CH:22]=[CH:21][C:19]([NH:20][C:29](=[O:35])[O:30][CH2:31][C:40]2[CH:41]=[CH:42][CH:43]=[CH:44][C:39]=2[O:38][CH3:37])=[C:18]([O:23][CH3:24])[CH:17]=1. The yield is 1.00. (4) The reactants are [CH3:1][CH:2]([CH3:17])[CH2:3][CH2:4][N:5]1[C:10]2[N:11]=[CH:12][CH:13]=[CH:14][C:9]=2[C:8](=[O:15])O[C:6]1=[O:16].[O:18]=[S:19]1(=[O:35])[C:24]2[CH:25]=[CH:26][CH:27]=[CH:28][C:23]=2[NH:22][C:21]([CH2:29]C(OCC)=O)=[N:20]1.[H-].[Na+].C(O)(=O)C. The catalyst is C1COCC1.Cl. The product is [O:35]=[S:19]1(=[O:18])[C:24]2[CH:25]=[CH:26][CH:27]=[CH:28][C:23]=2[NH:22][C:21]([C:29]2[C:6](=[O:16])[N:5]([CH2:4][CH2:3][CH:2]([CH3:1])[CH3:17])[C:10]3[C:9]([C:8]=2[OH:15])=[CH:14][CH:13]=[CH:12][N:11]=3)=[N:20]1. The yield is 0.200. (5) The reactants are [CH3:1][C:2]1[N:3]=[C:4]([NH:24]C(=O)C)[S:5][C:6]=1[C:7]1[S:8][C:9]([S:12]([NH:15][CH2:16][CH2:17][N:18]2[CH2:23][CH2:22][O:21][CH2:20][CH2:19]2)(=[O:14])=[O:13])=[CH:10][CH:11]=1.Cl.CCO. No catalyst specified. The product is [NH2:24][C:4]1[S:5][C:6]([C:7]2[S:8][C:9]([S:12]([NH:15][CH2:16][CH2:17][N:18]3[CH2:19][CH2:20][O:21][CH2:22][CH2:23]3)(=[O:14])=[O:13])=[CH:10][CH:11]=2)=[C:2]([CH3:1])[N:3]=1. The yield is 0.940.